From a dataset of Full USPTO retrosynthesis dataset with 1.9M reactions from patents (1976-2016). Predict the reactants needed to synthesize the given product. The reactants are: [CH3:1][C@@:2]12[C:8]([CH3:10])([CH3:9])[C@@H:5]([CH2:6][CH2:7]1)[C:4](=O)[C:3]2=O.COP([CH2:19][C:20](=O)[C:21]([CH3:24])([CH3:23])[CH3:22])(=O)OC.O.[NH2:27][NH2:28]. Given the product [C:21]([C:20]1[CH:19]=[C:4]2[C:3]([C@:2]3([CH3:1])[C:8]([CH3:10])([CH3:9])[C@H:5]2[CH2:6][CH2:7]3)=[N:28][N:27]=1)([CH3:24])([CH3:23])[CH3:22], predict the reactants needed to synthesize it.